Dataset: Peptide-MHC class I binding affinity with 185,985 pairs from IEDB/IMGT. Task: Regression. Given a peptide amino acid sequence and an MHC pseudo amino acid sequence, predict their binding affinity value. This is MHC class I binding data. (1) The peptide sequence is IPQSLDSWWTSL. The MHC is H-2-Db with pseudo-sequence H-2-Db. The binding affinity (normalized) is 0.0981. (2) The peptide sequence is LMIIPLINV. The MHC is HLA-A02:02 with pseudo-sequence HLA-A02:02. The binding affinity (normalized) is 0.857.